This data is from Reaction yield outcomes from USPTO patents with 853,638 reactions. The task is: Predict the reaction yield, written as a fraction of the theoretical maximum amount of product (1.0 means a 100% yield; for example, 0.34 means a 34% yield). (1) The reactants are [CH2:1]([O:8][C:9]([NH:11][CH:12]1[CH2:21][CH:20]([OH:22])[C:19]2[N:18]=[CH:17][CH:16]=[CH:15][C:14]=2[CH2:13]1)=[O:10])[C:2]1[CH:7]=[CH:6][CH:5]=[CH:4][CH:3]=1.CC(OI1(OC(C)=O)(OC(C)=O)OC(=O)C2C=CC=CC1=2)=O. The catalyst is C(Cl)Cl.C(OCC)(=O)C. The product is [CH2:1]([O:8][C:9]([NH:11][CH:12]1[CH2:21][C:20](=[O:22])[C:19]2[N:18]=[CH:17][CH:16]=[CH:15][C:14]=2[CH2:13]1)=[O:10])[C:2]1[CH:3]=[CH:4][CH:5]=[CH:6][CH:7]=1. The yield is 0.310. (2) The product is [OH:16][CH:12]([C:8]1[CH:7]=[C:6]([OH:5])[CH:11]=[CH:10][CH:9]=1)[CH2:13][NH:14][CH3:15]. The yield is 0.670. The catalyst is CO. The reactants are Cl.COC[O:5][C:6]1[CH:7]=[C:8]([CH:12]([OH:16])[CH2:13][NH:14][CH3:15])[CH:9]=[CH:10][CH:11]=1. (3) The reactants are C[Al](C)C.[CH3:5][O:6][C:7]1[CH:8]=[C:9]([CH2:15][CH2:16][C:17]2[CH:18]=[C:19]([NH2:22])[NH:20][N:21]=2)[CH:10]=[C:11]([O:13][CH3:14])[CH:12]=1.[CH3:23][CH:24]([N:26]1[CH2:32][CH2:31][CH2:30][N:29]([C:33]2[S:37][C:36]([C:38](OCC)=[O:39])=[CH:35][CH:34]=2)[CH2:28][CH2:27]1)[CH3:25].CO. The catalyst is C1(C)C=CC=CC=1. The product is [CH3:14][O:13][C:11]1[CH:10]=[C:9]([CH2:15][CH2:16][C:17]2[CH:18]=[C:19]([NH:22][C:38]([C:36]3[S:37][C:33]([N:29]4[CH2:30][CH2:31][CH2:32][N:26]([CH:24]([CH3:25])[CH3:23])[CH2:27][CH2:28]4)=[CH:34][CH:35]=3)=[O:39])[NH:20][N:21]=2)[CH:8]=[C:7]([O:6][CH3:5])[CH:12]=1. The yield is 0.410. (4) The reactants are [CH3:1][N:2]([CH3:32])[C:3]([C:5]1[N:26]([CH:27]2[CH2:31][CH2:30][CH2:29][CH2:28]2)[C:8]2[N:9]=[C:10]([NH:13][C:14]3[CH:19]=[CH:18][C:17]([N:20]4[CH2:25][CH2:24][NH:23][CH2:22][CH2:21]4)=[CH:16][N:15]=3)[N:11]=[CH:12][C:7]=2[CH:6]=1)=[O:4].[CH:33]1([C:36](Cl)=[O:37])CC1.CC[N:41](CC)CC. The catalyst is C(Cl)Cl. The product is [CH3:1][N:2]([CH3:32])[C:3]([C:5]1[N:26]([CH:27]2[CH2:31][CH2:30][CH2:29][CH2:28]2)[C:8]2[N:9]=[C:10]([NH:13][C:14]3[CH:19]=[CH:18][C:17]([N:20]4[CH2:21][CH2:22][N:23]([CH2:33][C:36](=[O:37])[NH2:41])[CH2:24][CH2:25]4)=[CH:16][N:15]=3)[N:11]=[CH:12][C:7]=2[CH:6]=1)=[O:4]. The yield is 0.680. (5) The reactants are [CH3:1][O:2][C:3]1[CH:8]=[CH:7][CH:6]=[CH:5][C:4]=1[C:9](=[NH:11])[NH2:10].O(C)[Na].Cl.C([O:18][C:19]([CH:21]1[C:26](=O)[CH2:25][CH2:24][N:23]([CH2:28][C:29]2[CH:34]=[CH:33][CH:32]=[CH:31][CH:30]=2)[CH2:22]1)=O)C. The catalyst is CO.O1CCOCC1.CO. The product is [CH2:28]([N:23]1[CH2:24][CH2:25][C:26]2[N:11]=[C:9]([C:4]3[CH:5]=[CH:6][CH:7]=[CH:8][C:3]=3[O:2][CH3:1])[NH:10][C:19](=[O:18])[C:21]=2[CH2:22]1)[C:29]1[CH:34]=[CH:33][CH:32]=[CH:31][CH:30]=1. The yield is 0.870. (6) The reactants are C1(C)C=CC(S(O[CH:11]2[CH2:16][CH2:15][N:14]([C:17]3[C:22]([F:23])=[CH:21][C:20]([N:24]4[CH2:28][C@H:27]([CH2:29][NH:30][C:31](=[O:33])[CH3:32])[O:26][C:25]4=[O:34])=[CH:19][C:18]=3[F:35])[CH2:13][CH:12]2[F:36])(=O)=O)=CC=1.C([O-])([O-])=O.[K+].[K+].[NH:44]1[CH:48]=[CH:47][N:46]=[N:45]1. The catalyst is CN(C=O)C. The product is [N:44]1([CH:11]2[CH2:16][CH2:15][N:14]([C:17]3[C:22]([F:23])=[CH:21][C:20]([N:24]4[CH2:28][C@H:27]([CH2:29][NH:30][C:31](=[O:33])[CH3:32])[O:26][C:25]4=[O:34])=[CH:19][C:18]=3[F:35])[CH2:13][CH:12]2[F:36])[CH:48]=[CH:47][N:46]=[N:45]1. The yield is 0.420.